From a dataset of Merck oncology drug combination screen with 23,052 pairs across 39 cell lines. Regression. Given two drug SMILES strings and cell line genomic features, predict the synergy score measuring deviation from expected non-interaction effect. Drug 1: CC(C)CC(NC(=O)C(Cc1ccccc1)NC(=O)c1cnccn1)B(O)O. Drug 2: CCc1c2c(nc3ccc(O)cc13)-c1cc3c(c(=O)n1C2)COC(=O)C3(O)CC. Cell line: LOVO. Synergy scores: synergy=11.6.